Dataset: Forward reaction prediction with 1.9M reactions from USPTO patents (1976-2016). Task: Predict the product of the given reaction. (1) Given the reactants C(N(CC)CC)C.Cl.C(N=C=NCCCN(C)C)C.[CH3:20][N:21]([CH3:23])[NH2:22].[Cl:24][C:25]1[CH:30]=[CH:29][C:28]([S:31]([CH:34]([C:44]2[CH:49]=[C:48]([F:50])[CH:47]=[CH:46][C:45]=2[F:51])[C:35]2[N:40]=[CH:39][C:38]([C:41](O)=[O:42])=[CH:37][CH:36]=2)(=[O:33])=[O:32])=[CH:27][CH:26]=1, predict the reaction product. The product is: [CH3:20][N:21]([CH3:23])[NH:22][C:41](=[O:42])[C:38]1[CH:37]=[CH:36][C:35]([CH:34]([S:31]([C:28]2[CH:29]=[CH:30][C:25]([Cl:24])=[CH:26][CH:27]=2)(=[O:32])=[O:33])[C:44]2[CH:49]=[C:48]([F:50])[CH:47]=[CH:46][C:45]=2[F:51])=[N:40][CH:39]=1. (2) Given the reactants [F:1][C:2]1[CH:3]=[N:4][CH:5]=[C:6]([F:10])[C:7]=1[CH2:8]O.ClC1C=C(OC)C=C(F)C=1C[N:15]1[C:20]2[CH:21]=[CH:22][CH:23]=[CH:24][C:19]=2[S:18](=[O:26])(=[O:25])[N:17]([C:27]2[CH:32]=[CH:31][C:30]([O:33][CH3:34])=[C:29]([O:35][CH3:36])[CH:28]=2)[C:16]1=[O:37], predict the reaction product. The product is: [F:1][C:2]1[CH:3]=[N:4][CH:5]=[C:6]([F:10])[C:7]=1[CH2:8][N:15]1[C:20]2[CH:21]=[CH:22][CH:23]=[CH:24][C:19]=2[S:18](=[O:26])(=[O:25])[N:17]([C:27]2[CH:32]=[CH:31][C:30]([O:33][CH3:34])=[C:29]([O:35][CH3:36])[CH:28]=2)[C:16]1=[O:37]. (3) Given the reactants Cl[CH2:2][CH2:3][CH2:4][CH2:5][C:6]1[CH:15]=[CH:14][C:9]2[NH:10][C:11](=[O:13])[O:12][C:8]=2[CH:7]=1.[C:16]1([N:26]2[CH2:31][CH2:30][NH:29][CH2:28][CH2:27]2)[C:25]2[C:20](=[CH:21][CH:22]=[CH:23][CH:24]=2)[CH:19]=[CH:18][CH:17]=1.C(=O)([O-])[O-].[Na+].[Na+], predict the reaction product. The product is: [C:16]1([N:26]2[CH2:31][CH2:30][N:29]([CH2:2][CH2:3][CH2:4][CH2:5][C:6]3[CH:15]=[CH:14][C:9]4[NH:10][C:11](=[O:13])[O:12][C:8]=4[CH:7]=3)[CH2:28][CH2:27]2)[C:25]2[C:20](=[CH:21][CH:22]=[CH:23][CH:24]=2)[CH:19]=[CH:18][CH:17]=1. (4) Given the reactants [F:1][C:2]([F:14])([F:13])[C:3]1[CH:4]=[C:5]([OH:12])[C:6](=[CH:10][CH:11]=1)[C:7](O)=[O:8].S(Cl)(Cl)=O.O.[NH3:20].Cl, predict the reaction product. The product is: [OH:12][C:5]1[CH:4]=[C:3]([C:2]([F:14])([F:13])[F:1])[CH:11]=[CH:10][C:6]=1[C:7]([NH2:20])=[O:8]. (5) Given the reactants FC1C=C2C(C(I)=CN2S(C2C=CC=CC=2)(=O)=O)=CC=1.[ClH:21].[F:22][C:23]1[CH:31]=[C:30]2[C:26]([C:27]([C:41]3[CH:49]=[C:48]4[C:44]([CH:45]=[N:46][N:47]4[CH2:50][CH:51]4[CH2:56][CH2:55][NH:54][CH2:53][CH2:52]4)=[CH:43][CH:42]=3)=[CH:28][N:29]2S(C2C=CC=CC=2)(=O)=O)=[CH:25][CH:24]=1.Cl.FC1C=C2C(C(C3C=CC4C(C=3)=NN(CC3CCNCC3)C=4)=CN2S(C2C=CC=CC=2)(=O)=O)=CC=1, predict the reaction product. The product is: [ClH:21].[F:22][C:23]1[CH:31]=[C:30]2[C:26]([C:27]([C:41]3[CH:49]=[C:48]4[C:44]([CH:45]=[N:46][N:47]4[CH2:50][CH:51]4[CH2:56][CH2:55][NH:54][CH2:53][CH2:52]4)=[CH:43][CH:42]=3)=[CH:28][NH:29]2)=[CH:25][CH:24]=1.